Dataset: Full USPTO retrosynthesis dataset with 1.9M reactions from patents (1976-2016). Task: Predict the reactants needed to synthesize the given product. (1) Given the product [CH3:1][CH:2]([CH2:9][CH2:10][CH2:11][CH:12]([CH3:13])[CH3:14])[CH2:3][CH2:4][Si:5]([CH2:15][CH2:16][CH2:17][CH2:18][CH2:19][CH3:20])([Cl:7])[Cl:8], predict the reactants needed to synthesize it. The reactants are: [CH3:1][CH:2]([CH2:9][CH2:10][CH2:11][CH:12]([CH3:14])[CH3:13])[CH2:3][CH2:4][Si:5]([Cl:8])([Cl:7])Cl.[CH2:15]([Mg]Br)[CH2:16][CH2:17][CH2:18][CH2:19][CH3:20]. (2) Given the product [OH:20][C:17]1[CH:16]=[CH:15][C:14]([C@@:3]23[C@@H:2]([OH:1])[CH2:11][CH2:10][CH2:9][C@H:8]2[C@H:7]([CH3:12])[C:6]2([O:24][CH2:23][CH2:21][O:13]2)[CH2:5][CH2:4]3)=[CH:19][CH:18]=1, predict the reactants needed to synthesize it. The reactants are: [OH:1][C@H:2]1[CH2:11][CH2:10][CH2:9][C@@H:8]2[C@:3]1([C:14]1[CH:19]=[CH:18][C:17]([OH:20])=[CH:16][CH:15]=1)[CH2:4][CH2:5][C:6](=[O:13])[C@H:7]2[CH3:12].[CH2:21]([C:23]1(C)OCC[O:24]1)C.C(O)CO.C1(C)C=CC(S(O)(=O)=O)=CC=1. (3) Given the product [Cl:6][C:7]1[C:16]2[C:11](=[CH:12][CH:13]=[C:14]([C:37]([C:36]3[C:31]([CH3:30])=[N:32][C:33]([CH3:45])=[CH:34][CH:35]=3)([C:39]3[N:43]([CH3:44])[N:42]=[N:41][CH:40]=3)[OH:38])[CH:15]=2)[N:10]=[C:9]([O:18][CH3:19])[C:8]=1[CH2:20][C:21]1[CH:29]=[CH:28][C:24]([N:25]([CH3:27])[CH3:26])=[CH:23][CH:22]=1, predict the reactants needed to synthesize it. The reactants are: C([Li])CCC.[Cl:6][C:7]1[C:16]2[C:11](=[CH:12][CH:13]=[C:14](I)[CH:15]=2)[N:10]=[C:9]([O:18][CH3:19])[C:8]=1[CH2:20][C:21]1[CH:29]=[CH:28][C:24]([N:25]([CH3:27])[CH3:26])=[CH:23][CH:22]=1.[CH3:30][C:31]1[C:36]([C:37]([C:39]2[N:43]([CH3:44])[N:42]=[N:41][CH:40]=2)=[O:38])=[CH:35][CH:34]=[C:33]([CH3:45])[N:32]=1. (4) The reactants are: [CH3:1][C:2]1[C:7]([NH2:8])=[C:6]([CH3:9])[CH:5]=[CH:4][N:3]=1.[Br:10]Br. Given the product [Br:10][C:4]1[N:3]=[C:2]([CH3:1])[C:7]([NH2:8])=[C:6]([CH3:9])[CH:5]=1, predict the reactants needed to synthesize it. (5) Given the product [CH:15]1[C:16]2[C:21](=[CH:20][CH:19]=[CH:18][CH:17]=2)[CH:22]=[CH:23][C:14]=1[S:11]([N:8]1[CH2:9][CH2:10][N:5]([C:3](=[O:4])[CH2:2][O:32][C:31]2[CH:30]=[CH:29][C:28]([C:26]([O:25][CH3:24])=[O:27])=[CH:38][CH:37]=2)[CH2:6][CH2:7]1)(=[O:13])=[O:12], predict the reactants needed to synthesize it. The reactants are: Cl[CH2:2][C:3]([N:5]1[CH2:10][CH2:9][N:8]([S:11]([C:14]2[CH:23]=[CH:22][C:21]3[C:16](=[CH:17][CH:18]=[CH:19][CH:20]=3)[CH:15]=2)(=[O:13])=[O:12])[CH2:7][CH2:6]1)=[O:4].[CH3:24][O:25][C:26]([C:28]1[CH:38]=[CH:37][C:31]([O:32]CC(O)=O)=[CH:30][CH:29]=1)=[O:27].CCN(C(C)C)C(C)C.CN(C(ON1N=NC2C=CC=NC1=2)=[N+](C)C)C.F[P-](F)(F)(F)(F)F. (6) Given the product [NH2:1][C:2]1[CH:10]=[CH:9][C:5]([C:6]([NH:54][C:57]2[S:20][C:16]([O:15][C:14]3[CH:23]=[CH:24][CH:25]=[C:12]([F:11])[CH:13]=3)=[CH:17][CH:58]=2)=[O:8])=[C:4]([CH3:36])[N:3]=1, predict the reactants needed to synthesize it. The reactants are: [NH2:1][C:2]1[CH:10]=[CH:9][C:5]([C:6]([OH:8])=O)=[CH:4][N:3]=1.[F:11][C:12]1[CH:13]=[C:14]([CH:23]=[CH:24][CH:25]=1)[O:15][C:16]1[S:20]C(CN)=C[CH:17]=1.F[P-](F)(F)(F)(F)F.N1([P+](N(C)C)(N(C)C)N(C)C)C2C=CC=C[C:36]=2N=N1.C([N:54]([CH2:57][CH3:58])CC)C.